From a dataset of Reaction yield outcomes from USPTO patents with 853,638 reactions. Predict the reaction yield, written as a fraction of the theoretical maximum amount of product (1.0 means a 100% yield; for example, 0.34 means a 34% yield). (1) The reactants are [O:1]=[C:2]1[N:8]([O:9][CH2:10][CH:11]=[CH2:12])[CH:7]2[CH2:13][N:3]1[N:4]([CH2:18][C:19](O)=[O:20])[C:5]1[CH:17]=[CH:16][CH:15]=[CH:14][C:6]=12.O.O[N:24]1[C:28]2C=CC=[CH:32][C:27]=2N=N1.Cl.CN(C)CCCN=C=NCC.C(N)CC. The catalyst is CN(C=O)C.CCCCCCC.CCOC(C)=O. The product is [O:1]=[C:2]1[N:8]([O:9][CH2:10][CH:11]=[CH2:12])[CH:7]2[CH2:13][N:3]1[N:4]([CH2:18][C:19]([NH:24][CH2:28][CH2:27][CH3:32])=[O:20])[C:5]1[CH:17]=[CH:16][CH:15]=[CH:14][C:6]=12. The yield is 0.380. (2) The reactants are [H-].[Na+].[CH2:3]([N:10]([CH2:29][C:30]1[CH:35]=[CH:34][CH:33]=[CH:32][CH:31]=1)[CH:11]1[CH2:15][CH:14]([CH3:16])[CH:13]([C:17]2[N:21]3[C:22]4[CH:28]=[CH:27][NH:26][C:23]=4[N:24]=[CH:25][C:20]3=[N:19][CH:18]=2)[CH2:12]1)[C:4]1[CH:9]=[CH:8][CH:7]=[CH:6][CH:5]=1.[CH3:36][Si:37]([CH2:40][CH2:41][O:42][CH2:43]Cl)([CH3:39])[CH3:38]. The catalyst is CN(C=O)C. The product is [CH2:29]([N:10]([CH2:3][C:4]1[CH:9]=[CH:8][CH:7]=[CH:6][CH:5]=1)[CH:11]1[CH2:12][CH:13]([C:17]2[N:21]3[C:22]4[CH:28]=[CH:27][N:26]([CH2:43][O:42][CH2:41][CH2:40][Si:37]([CH3:39])([CH3:38])[CH3:36])[C:23]=4[N:24]=[CH:25][C:20]3=[N:19][CH:18]=2)[CH:14]([CH3:16])[CH2:15]1)[C:30]1[CH:35]=[CH:34][CH:33]=[CH:32][CH:31]=1. The yield is 0.600. (3) The reactants are [CH3:1][C:2]1[C:6]([CH:7]=O)=[C:5]([C:9]2[CH:14]=[CH:13][CH:12]=[CH:11][CH:10]=2)[O:4][N:3]=1.C(OP([CH2:23][C:24]([O:26]CC)=[O:25])(OCC)=O)C.[H-].[Na+].Cl. The catalyst is CN(C)C=O. The product is [CH3:1][C:2]1[C:6](/[CH:7]=[CH:23]/[C:24]([OH:26])=[O:25])=[C:5]([C:9]2[CH:14]=[CH:13][CH:12]=[CH:11][CH:10]=2)[O:4][N:3]=1. The yield is 0.930. (4) The reactants are [N+:1]([CH2:4][CH2:5][CH2:6][C:7]([O:9][CH3:10])=[O:8])([O-])=[O:2].[C:11]([O:15][C:16]([N:18]1[CH2:21][CH2:20][C@H:19]1[CH2:22][O:23][C:24]1[CH:25]=[N:26][CH:27]=[C:28]([C:30]#[CH:31])[CH:29]=1)=[O:17])([CH3:14])([CH3:13])[CH3:12].C1(N=C=O)C=CC=CC=1.C(N(CC)CC)C. The catalyst is C1C=CC=CC=1.O. The product is [CH3:10][O:9][C:7](=[O:8])[CH2:6][CH2:5][C:4]1[CH:31]=[C:30]([C:28]2[CH:27]=[N:26][CH:25]=[C:24]([O:23][CH2:22][C@@H:19]3[CH2:20][CH2:21][N:18]3[C:16]([O:15][C:11]([CH3:14])([CH3:13])[CH3:12])=[O:17])[CH:29]=2)[O:2][N:1]=1. The yield is 0.850.